Dataset: Full USPTO retrosynthesis dataset with 1.9M reactions from patents (1976-2016). Task: Predict the reactants needed to synthesize the given product. (1) Given the product [CH2:1]([O:21][CH:22]([CH2:30][CH3:31])[C:23]([OH:25])=[O:24])[CH2:2][CH2:3][CH2:4]/[CH:5]=[CH:6]\[CH2:7]/[CH:8]=[CH:9]\[CH2:10]/[CH:11]=[CH:12]\[CH2:13]/[CH:14]=[CH:15]\[CH2:16]/[CH:17]=[CH:18]\[CH2:19][CH3:20], predict the reactants needed to synthesize it. The reactants are: [CH2:1]([O:21][CH:22]([CH2:30][CH3:31])[C:23]([O:25]C(C)(C)C)=[O:24])[CH2:2][CH2:3][CH2:4]/[CH:5]=[CH:6]\[CH2:7]/[CH:8]=[CH:9]\[CH2:10]/[CH:11]=[CH:12]\[CH2:13]/[CH:14]=[CH:15]\[CH2:16]/[CH:17]=[CH:18]\[CH2:19][CH3:20].FC(F)(F)C(O)=O.O. (2) The reactants are: Cl[C:2]1[N:7]=[C:6]([CH3:8])[CH:5]=[C:4]([C:9]2[CH:14]=[CH:13][C:12]([C:15]([F:18])([F:17])[F:16])=[CH:11][CH:10]=2)[N:3]=1.[Br:19][C:20]1[N:21]=[CH:22][NH:23][CH:24]=1. Given the product [Br:19][C:20]1[N:21]=[CH:22][N:23]([C:2]2[N:7]=[C:6]([CH3:8])[CH:5]=[C:4]([C:9]3[CH:14]=[CH:13][C:12]([C:15]([F:18])([F:17])[F:16])=[CH:11][CH:10]=3)[N:3]=2)[CH:24]=1, predict the reactants needed to synthesize it. (3) Given the product [CH3:56][N:57]1[C:63]2[CH:64]=[C:65]([CH3:68])[CH:66]=[CH:67][C:62]=2[CH:61]([C:69]2[CH:74]=[CH:73][CH:72]=[CH:71][CH:70]=2)[N:60]([C:18](=[O:20])[CH2:17][C:14]2[CH:15]=[CH:16][C:10]3[O:9][C:8]([CH:7]([C:6]4[C:2]([CH3:1])=[N:3][O:4][C:5]=4[CH3:22])[OH:21])=[CH:12][C:11]=3[CH:13]=2)[CH2:59][CH2:58]1, predict the reactants needed to synthesize it. The reactants are: [CH3:1][C:2]1[C:6]([CH:7]([OH:21])[C:8]2[O:9][C:10]3[CH:16]=[CH:15][C:14]([CH2:17][C:18]([OH:20])=O)=[CH:13][C:11]=3[CH:12]=2)=[C:5]([CH3:22])[O:4][N:3]=1.CN(C(ON1N=NC2C=CC=NC1=2)=[N+](C)C)C.F[P-](F)(F)(F)(F)F.CCN(C(C)C)C(C)C.[CH3:56][N:57]1[C:63]2[CH:64]=[C:65]([CH3:68])[CH:66]=[CH:67][C:62]=2[CH:61]([C:69]2[CH:74]=[CH:73][CH:72]=[CH:71][CH:70]=2)[NH:60][CH2:59][CH2:58]1. (4) Given the product [S:1]1[C:5]2[CH:6]=[CH:7][CH:8]=[CH:9][C:4]=2[N:3]=[C:2]1[C:10]1[CH:11]=[N:12][N:14]([CH3:16])[C:13]=1[NH2:19], predict the reactants needed to synthesize it. The reactants are: [S:1]1[C:5]2[CH:6]=[CH:7][CH:8]=[CH:9][C:4]=2[N:3]=[C:2]1[C:10](=[CH:13][N:14]([CH3:16])C)[C:11]#[N:12].C([N:19](CC)CC)C.S(O)(O)(=O)=O.CNN. (5) The reactants are: [NH2:1][C:2]1[CH:7]=[CH:6][CH:5]=[CH:4][C:3]=1[B:8]1[O:12][C:11]([CH3:14])([CH3:13])[C:10]([CH3:16])([CH3:15])[O:9]1.N1C=CC=CC=1.[Na+].[I-].[C:25]([O:29][C:30](=[O:34])[CH2:31][CH2:32]Br)([CH3:28])([CH3:27])[CH3:26]. Given the product [C:25]([O:29][C:30](=[O:34])[CH2:31][CH2:32][NH:1][C:2]1[CH:7]=[CH:6][CH:5]=[CH:4][C:3]=1[B:8]1[O:12][C:11]([CH3:14])([CH3:13])[C:10]([CH3:16])([CH3:15])[O:9]1)([CH3:28])([CH3:27])[CH3:26], predict the reactants needed to synthesize it.